From a dataset of Reaction yield outcomes from USPTO patents with 853,638 reactions. Predict the reaction yield, written as a fraction of the theoretical maximum amount of product (1.0 means a 100% yield; for example, 0.34 means a 34% yield). The reactants are [Cl:1][C:2]1[S:3][C:4]([CH2:7]O)=[CH:5][N:6]=1.S(Cl)(Cl)=O.C(N(CC)CC)C.[NH:20]1[C:28]2[C:23](=[CH:24][CH:25]=[CH:26][CH:27]=2)[C:22]2([C:32]3=[CH:33][C:34]4[O:38][CH2:37][O:36][C:35]=4[CH:39]=[C:31]3[O:30][CH2:29]2)[C:21]1=O.C(=O)([O-])[O-].[Cs+].[Cs+]. The catalyst is C(Cl)Cl. The product is [Cl:1][C:2]1[S:3][C:4]([CH2:7][N:20]2[C:28]3[C:23](=[CH:24][CH:25]=[CH:26][CH:27]=3)[C:22]3([C:32]4=[CH:33][C:34]5[O:38][CH2:37][O:36][C:35]=5[CH:39]=[C:31]4[O:30][CH2:29]3)[CH2:21]2)=[CH:5][N:6]=1. The yield is 0.0340.